This data is from Forward reaction prediction with 1.9M reactions from USPTO patents (1976-2016). The task is: Predict the product of the given reaction. The product is: [CH:7]([C:10]1[CH:11]=[CH:12][C:13]([CH:16]2[C:20]3[C:21]([CH3:37])=[C:22]([O:27][CH2:28][C:29]4[CH:30]=[CH:31][C:32]([S:35]([CH3:36])=[O:43])=[CH:33][CH:34]=4)[C:23]([CH3:26])=[C:24]([CH3:25])[C:19]=3[O:18][C:17]2([CH3:39])[CH3:38])=[CH:14][CH:15]=1)([CH3:9])[CH3:8]. Given the reactants I([O-])(=O)(=O)=O.[Na+].[CH:7]([C:10]1[CH:15]=[CH:14][C:13]([CH:16]2[C:20]3[C:21]([CH3:37])=[C:22]([O:27][CH2:28][C:29]4[CH:34]=[CH:33][C:32]([S:35][CH3:36])=[CH:31][CH:30]=4)[C:23]([CH3:26])=[C:24]([CH3:25])[C:19]=3[O:18][C:17]2([CH3:39])[CH3:38])=[CH:12][CH:11]=1)([CH3:9])[CH3:8].O.C(OCC)(=[O:43])C, predict the reaction product.